From a dataset of NCI-60 drug combinations with 297,098 pairs across 59 cell lines. Regression. Given two drug SMILES strings and cell line genomic features, predict the synergy score measuring deviation from expected non-interaction effect. (1) Drug 1: C1=CC(=CC=C1CCC2=CNC3=C2C(=O)NC(=N3)N)C(=O)NC(CCC(=O)O)C(=O)O. Drug 2: CC1C(C(=O)NC(C(=O)N2CCCC2C(=O)N(CC(=O)N(C(C(=O)O1)C(C)C)C)C)C(C)C)NC(=O)C3=C4C(=C(C=C3)C)OC5=C(C(=O)C(=C(C5=N4)C(=O)NC6C(OC(=O)C(N(C(=O)CN(C(=O)C7CCCN7C(=O)C(NC6=O)C(C)C)C)C)C(C)C)C)N)C. Cell line: MDA-MB-231. Synergy scores: CSS=19.3, Synergy_ZIP=-2.15, Synergy_Bliss=3.94, Synergy_Loewe=5.09, Synergy_HSA=4.78. (2) Drug 1: CC1C(C(CC(O1)OC2CC(CC3=C2C(=C4C(=C3O)C(=O)C5=C(C4=O)C(=CC=C5)OC)O)(C(=O)C)O)N)O.Cl. Drug 2: C1C(C(OC1N2C=NC3=C2NC=NCC3O)CO)O. Cell line: A498. Synergy scores: CSS=5.52, Synergy_ZIP=-5.06, Synergy_Bliss=-2.55, Synergy_Loewe=-22.4, Synergy_HSA=-3.94. (3) Drug 1: C1=CC(=CC=C1CCCC(=O)O)N(CCCl)CCCl. Drug 2: CC1=C(C(CCC1)(C)C)C=CC(=CC=CC(=CC(=O)O)C)C. Cell line: OVCAR-4. Synergy scores: CSS=-4.53, Synergy_ZIP=1.10, Synergy_Bliss=-0.855, Synergy_Loewe=-3.37, Synergy_HSA=-3.05. (4) Drug 1: CCCS(=O)(=O)NC1=C(C(=C(C=C1)F)C(=O)C2=CNC3=C2C=C(C=N3)C4=CC=C(C=C4)Cl)F. Drug 2: C1=NC2=C(N1)C(=S)N=C(N2)N. Cell line: NCI-H460. Synergy scores: CSS=40.3, Synergy_ZIP=3.00, Synergy_Bliss=3.78, Synergy_Loewe=-16.8, Synergy_HSA=2.68. (5) Cell line: NCI/ADR-RES. Drug 2: C1CN1C2=NC(=NC(=N2)N3CC3)N4CC4. Drug 1: C1=NC2=C(N=C(N=C2N1C3C(C(C(O3)CO)O)O)F)N. Synergy scores: CSS=60.5, Synergy_ZIP=1.68, Synergy_Bliss=2.04, Synergy_Loewe=2.82, Synergy_HSA=3.02. (6) Drug 1: C1CN1P(=S)(N2CC2)N3CC3. Drug 2: CS(=O)(=O)CCNCC1=CC=C(O1)C2=CC3=C(C=C2)N=CN=C3NC4=CC(=C(C=C4)OCC5=CC(=CC=C5)F)Cl. Cell line: NCI-H322M. Synergy scores: CSS=14.9, Synergy_ZIP=-8.80, Synergy_Bliss=-9.31, Synergy_Loewe=-28.5, Synergy_HSA=-10.3.